Dataset: hERG potassium channel inhibition data for cardiac toxicity prediction from Karim et al.. Task: Regression/Classification. Given a drug SMILES string, predict its toxicity properties. Task type varies by dataset: regression for continuous values (e.g., LD50, hERG inhibition percentage) or binary classification for toxic/non-toxic outcomes (e.g., AMES mutagenicity, cardiotoxicity, hepatotoxicity). Dataset: herg_karim. (1) The molecule is CN([C@@H]1c2cc(OCCCC(F)(F)F)ccc2OC(C)(C)[C@H]1O)S(C)(=O)=O. The result is 1 (blocker). (2) The molecule is Cn1ccc(C2CCNCC2C(=O)N(Cc2cn(Cc3ccncc3)c3cccc(F)c23)C2CC2)cc1=O. The result is 0 (non-blocker). (3) The drug is COc1cc(OC)c(C=CS(=O)(=O)Cc2ccc(OC)c(NCC(=O)O)c2)c(OC)c1. The result is 0 (non-blocker). (4) The compound is O=C(OCc1ccc(F)cc1)N1CCC(CNc2ncccn2)CC1. The result is 0 (non-blocker). (5) The compound is O=C(N[C@@H]1C[C@H]2CCC[C@@]2(C(=O)N2CCc3ncc(C(F)(F)F)cc3C2)C1)C1CCOCC1. The result is 0 (non-blocker). (6) The drug is CCOC(=O)[C@H]1CC[C@@H](N2CC(NC(=O)CNc3nn(S(C)(=O)=O)c4ccc(C(F)(F)F)cc34)C2)CC1. The result is 0 (non-blocker).